Predict the reactants needed to synthesize the given product. From a dataset of Full USPTO retrosynthesis dataset with 1.9M reactions from patents (1976-2016). (1) Given the product [CH2:1]1[C:10]2[C:5](=[CH:6][CH:7]=[CH:8][CH:9]=2)[CH2:4][CH2:3][N:2]1[C:15]1[N:16]=[CH:11][N:12]=[C:13]2[C:14]=1[N:18]=[CH:19][N:20]2[C@H:21]1[C@H:22]([OH:29])[C@H:23]([OH:28])[C@@H:24]([CH2:26][OH:27])[O:25]1, predict the reactants needed to synthesize it. The reactants are: [CH2:1]1[C:10]2[C:5](=[CH:6][CH:7]=[CH:8][CH:9]=2)[CH2:4][CH2:3][NH:2]1.[CH:11]1[N:16]=[C:15](Cl)[C:14]2[N:18]=[CH:19][N:20]([C@@H:21]3[O:25][C@H:24]([CH2:26][OH:27])[C@@H:23]([OH:28])[C@H:22]3[OH:29])[C:13]=2[N:12]=1.C(N(C(C)C)CC)(C)C. (2) Given the product [C:19]([C:15]1[CH:14]=[C:13]([CH2:12][CH:4]([C:5](=[O:6])[CH3:7])[C:3]([O:9][CH3:10])=[O:8])[CH:18]=[N:17][CH:16]=1)#[N:20], predict the reactants needed to synthesize it. The reactants are: [H-].[Na+].[C:3]([O:9][CH3:10])(=[O:8])[CH2:4][C:5]([CH3:7])=[O:6].Cl[CH2:12][C:13]1[CH:14]=[C:15]([C:19]#[N:20])[CH:16]=[N:17][CH:18]=1.Cl. (3) Given the product [O:1]1[CH2:5][CH2:4][CH2:3][C@@H:2]1[C:6]([N:23]1[CH2:22][CH2:21][N:20]([C:13]([O:15][C:16]([CH3:19])([CH3:18])[CH3:17])=[O:14])[CH2:25][CH2:24]1)=[O:8], predict the reactants needed to synthesize it. The reactants are: [O:1]1[CH2:5][CH2:4][CH2:3][C@@H:2]1[C:6]([OH:8])=O.S(Cl)(Cl)=O.[C:13]([N:20]1[CH2:25][CH2:24][NH:23][CH2:22][CH2:21]1)([O:15][C:16]([CH3:19])([CH3:18])[CH3:17])=[O:14].[OH-].[Na+]. (4) Given the product [F:24][C:25]1[CH:30]=[CH:29][C:28]([NH:8][C:9]2[CH:10]=[C:11]([CH:20]=[CH:21][C:22]=2[CH3:23])[C:12]([C:14]2[CH:19]=[CH:18][CH:17]=[CH:16][CH:15]=2)=[O:13])=[CH:27][CH:26]=1, predict the reactants needed to synthesize it. The reactants are: C1(C)C=CC=CC=1.[NH2:8][C:9]1[CH:10]=[C:11]([CH:20]=[CH:21][C:22]=1[CH3:23])[C:12]([C:14]1[CH:19]=[CH:18][CH:17]=[CH:16][CH:15]=1)=[O:13].[F:24][C:25]1[CH:30]=[CH:29][C:28](I)=[CH:27][CH:26]=1.CC(C)([O-])C.[Na+]. (5) Given the product [F:27][C@H:2]1[CH2:6][CH2:5][N:4]([C:7]([O:9][C:10]([CH3:13])([CH3:12])[CH3:11])=[O:8])[CH:3]1[C:14]([O:16][CH3:17])=[O:15], predict the reactants needed to synthesize it. The reactants are: O[C@@H:2]1[CH2:6][CH2:5][N:4]([C:7]([O:9][C:10]([CH3:13])([CH3:12])[CH3:11])=[O:8])[CH:3]1[C:14]([O:16][CH3:17])=[O:15].ClCCl.CCN(S(F)(F)[F:27])CC. (6) The reactants are: [CH2:1]1[CH:9]2[N:4]([CH2:5][CH:6]=[C:7]([C:10]3[C:18]4[C:13](=[N:14][CH:15]=[CH:16][CH:17]=4)[NH:12][CH:11]=3)[CH2:8]2)[CH2:3][CH2:2]1.[C:19]1([S:29](Cl)(=[O:31])=[O:30])[C:28]2[C:23](=[CH:24][CH:25]=[CH:26][CH:27]=2)[CH:22]=[CH:21][CH:20]=1.C[Si]([N-][Si](C)(C)C)(C)C.[Na+]. Given the product [CH2:1]1[CH:9]2[N:4]([CH2:5][CH:6]=[C:7]([C:10]3[C:18]4[C:13](=[N:14][CH:15]=[CH:16][CH:17]=4)[N:12]([S:29]([C:19]4[C:28]5[C:23](=[CH:24][CH:25]=[CH:26][CH:27]=5)[CH:22]=[CH:21][CH:20]=4)(=[O:31])=[O:30])[CH:11]=3)[CH2:8]2)[CH2:3][CH2:2]1, predict the reactants needed to synthesize it. (7) Given the product [NH2:7][C:8]1[CH:13]=[C:12]([CH:11]=[C:10]([N:16]2[CH2:21][CH2:20][O:19][CH:18]([C:22]([N:24]3[CH2:29][CH2:28][O:27][CH2:26][CH2:25]3)=[O:23])[CH2:17]2)[C:9]=1[Cl:30])[C:14]#[N:15], predict the reactants needed to synthesize it. The reactants are: C(OC(=O)[NH:7][C:8]1[CH:13]=[C:12]([C:14]#[N:15])[CH:11]=[C:10]([N:16]2[CH2:21][CH2:20][O:19][CH:18]([C:22]([N:24]3[CH2:29][CH2:28][O:27][CH2:26][CH2:25]3)=[O:23])[CH2:17]2)[C:9]=1[Cl:30])(C)(C)C.C(O)(C(F)(F)F)=O. (8) Given the product [N:16]([CH:8]1[CH2:9][CH2:10][C:5]2([O:4][CH2:3][CH2:2][O:1]2)[CH2:6][CH2:7]1)=[N+:17]=[N-:18], predict the reactants needed to synthesize it. The reactants are: [O:1]1[C:5]2([CH2:10][CH2:9][CH:8](OS(C)(=O)=O)[CH2:7][CH2:6]2)[O:4][CH2:3][CH2:2]1.[N-:16]=[N+:17]=[N-:18].[Na+]. (9) Given the product [Si:7]([O:14][C:15]1[CH:20]=[CH:19][C:18]([NH2:21])=[CH:17][CH:16]=1)([C:10]([CH3:13])([CH3:12])[CH3:11])([CH3:9])[CH3:8], predict the reactants needed to synthesize it. The reactants are: C(OCC)(=O)C.[Si:7]([O:14][C:15]1[CH:20]=[CH:19][C:18]([N+:21]([O-])=O)=[CH:17][CH:16]=1)([C:10]([CH3:13])([CH3:12])[CH3:11])([CH3:9])[CH3:8].[H][H]. (10) Given the product [CH2:31]([C:28]1[CH:27]=[CH:26][C:25]([CH:23]2[CH2:24][CH:19]([C:16]3[S:17][CH:18]=[C:14]([CH2:13][NH:4][CH:1]([CH3:3])[CH3:2])[N:15]=3)[CH2:20][N:21]([C:33]([N:35]3[CH2:40][CH2:39][O:38][CH2:37][CH2:36]3)=[O:34])[CH2:22]2)=[CH:30][CH:29]=1)[CH3:32], predict the reactants needed to synthesize it. The reactants are: [CH:1]([NH2:4])([CH3:3])[CH3:2].C(N(CC)CC)C.Cl[CH2:13][C:14]1[N:15]=[C:16]([CH:19]2[CH2:24][CH:23]([C:25]3[CH:30]=[CH:29][C:28]([CH2:31][CH3:32])=[CH:27][CH:26]=3)[CH2:22][N:21]([C:33]([N:35]3[CH2:40][CH2:39][O:38][CH2:37][CH2:36]3)=[O:34])[CH2:20]2)[S:17][CH:18]=1.